Dataset: Catalyst prediction with 721,799 reactions and 888 catalyst types from USPTO. Task: Predict which catalyst facilitates the given reaction. Reactant: [NH2:1][C:2]1[CH:7]=[CH:6][C:5]([NH:8][C:9]2[N:17]=[C:16]([NH:18][C@H:19]3[CH2:24][CH2:23][C@H:22]([OH:25])[CH2:21][CH2:20]3)[N:15]=[C:14]3[C:10]=2[N:11]=[CH:12][N:13]3[CH2:26][CH3:27])=[CH:4][CH:3]=1.Cl[C:29]([O:31][CH3:32])=[O:30]. Product: [CH3:32][O:31][C:29](=[O:30])[NH:1][C:2]1[CH:7]=[CH:6][C:5]([NH:8][C:9]2[N:17]=[C:16]([NH:18][C@H:19]3[CH2:20][CH2:21][C@H:22]([OH:25])[CH2:23][CH2:24]3)[N:15]=[C:14]3[C:10]=2[N:11]=[CH:12][N:13]3[CH2:26][CH3:27])=[CH:4][CH:3]=1. The catalyst class is: 4.